This data is from Forward reaction prediction with 1.9M reactions from USPTO patents (1976-2016). The task is: Predict the product of the given reaction. (1) Given the reactants [F:1][C:2]1[C:3]([C:15]#N)=[N:4][CH:5]=[CH:6][C:7]=1[C:8]1[C:9]([OH:14])=[N:10][CH:11]=[N:12][CH:13]=1.[F:17][C:18]1[CH:23]=[CH:22][C:21]([Mg]Br)=[CH:20][CH:19]=1.Cl.[OH-:27].[Na+], predict the reaction product. The product is: [F:1][C:2]1[C:3]([C:15]([C:21]2[CH:22]=[CH:23][C:18]([F:17])=[CH:19][CH:20]=2)=[O:27])=[N:4][CH:5]=[CH:6][C:7]=1[C:8]1[C:9]([OH:14])=[N:10][CH:11]=[N:12][CH:13]=1. (2) Given the reactants [Br:1][C:2]1[CH:3]=[C:4]2[C:8](=[CH:9][CH:10]=1)[NH:7][C:6]([C:11]([NH:13][CH2:14][CH2:15][C:16]([O:18]CC)=[O:17])=[O:12])=[CH:5]2.O.[OH-].[Li+].CO.Cl, predict the reaction product. The product is: [Br:1][C:2]1[CH:3]=[C:4]2[C:8](=[CH:9][CH:10]=1)[NH:7][C:6]([C:11]([NH:13][CH2:14][CH2:15][C:16]([OH:18])=[O:17])=[O:12])=[CH:5]2. (3) Given the reactants [CH:1]([O:4][C:5]1[CH:32]=[CH:31][C:8]([CH2:9][O:10][C:11]2[CH:19]=[CH:18][C:17]3[N:16]4[CH2:20][CH2:21][CH:22]([CH2:23][C:24]([O:26][C:27]([CH3:30])([CH3:29])[CH3:28])=[O:25])[C:15]4=[CH:14][C:13]=3[CH:12]=2)=[CH:7][C:6]=1[C:33]([F:36])([F:35])[F:34])([CH3:3])[CH3:2].C1C(=O)N([I:44])C(=O)C1, predict the reaction product. The product is: [I:44][C:14]1[C:13]2[CH:12]=[C:11]([O:10][CH2:9][C:8]3[CH:31]=[CH:32][C:5]([O:4][CH:1]([CH3:3])[CH3:2])=[C:6]([C:33]([F:36])([F:34])[F:35])[CH:7]=3)[CH:19]=[CH:18][C:17]=2[N:16]2[CH2:20][CH2:21][CH:22]([CH2:23][C:24]([O:26][C:27]([CH3:30])([CH3:29])[CH3:28])=[O:25])[C:15]=12. (4) Given the reactants C(OC([N:8]1[CH2:13][CH2:12][CH2:11][CH:10]([NH:14][C:15]2[N:20]=[C:19]([NH2:21])[C:18]([C:22](=[O:31])[C:23]3[CH:28]=[CH:27][CH:26]=[CH:25][C:24]=3[O:29][CH3:30])=[CH:17][N:16]=2)[CH2:9]1)=O)(C)(C)C.[F:32][C:33]([F:38])([F:37])[C:34]([OH:36])=[O:35], predict the reaction product. The product is: [NH2:21][C:19]1[C:18]([C:22]([C:23]2[CH:28]=[CH:27][CH:26]=[CH:25][C:24]=2[O:29][CH3:30])=[O:31])=[CH:17][N:16]=[C:15]([NH:14][CH:10]2[CH2:11][CH2:12][CH2:13][NH:8][CH2:9]2)[N:20]=1.[F:32][C:33]([F:38])([F:37])[C:34]([OH:36])=[O:35].